From a dataset of NCI-60 drug combinations with 297,098 pairs across 59 cell lines. Regression. Given two drug SMILES strings and cell line genomic features, predict the synergy score measuring deviation from expected non-interaction effect. (1) Drug 1: C1=NC2=C(N1)C(=S)N=CN2. Drug 2: CC1=C(C=C(C=C1)C(=O)NC2=CC(=CC(=C2)C(F)(F)F)N3C=C(N=C3)C)NC4=NC=CC(=N4)C5=CN=CC=C5. Cell line: DU-145. Synergy scores: CSS=7.36, Synergy_ZIP=-3.56, Synergy_Bliss=0.679, Synergy_Loewe=-1.74, Synergy_HSA=-1.73. (2) Drug 1: C1=CC(=CC=C1CCC2=CNC3=C2C(=O)NC(=N3)N)C(=O)NC(CCC(=O)O)C(=O)O. Drug 2: CCC1(C2=C(COC1=O)C(=O)N3CC4=CC5=C(C=CC(=C5CN(C)C)O)N=C4C3=C2)O.Cl. Cell line: TK-10. Synergy scores: CSS=33.1, Synergy_ZIP=-3.75, Synergy_Bliss=-8.62, Synergy_Loewe=-10.6, Synergy_HSA=-7.53. (3) Drug 2: CC1=C(N=C(N=C1N)C(CC(=O)N)NCC(C(=O)N)N)C(=O)NC(C(C2=CN=CN2)OC3C(C(C(C(O3)CO)O)O)OC4C(C(C(C(O4)CO)O)OC(=O)N)O)C(=O)NC(C)C(C(C)C(=O)NC(C(C)O)C(=O)NCCC5=NC(=CS5)C6=NC(=CS6)C(=O)NCCC[S+](C)C)O. Cell line: OVCAR3. Synergy scores: CSS=8.72, Synergy_ZIP=-4.60, Synergy_Bliss=0.354, Synergy_Loewe=-11.6, Synergy_HSA=-3.37. Drug 1: CCN(CC)CCNC(=O)C1=C(NC(=C1C)C=C2C3=C(C=CC(=C3)F)NC2=O)C.